From a dataset of TCR-epitope binding with 47,182 pairs between 192 epitopes and 23,139 TCRs. Binary Classification. Given a T-cell receptor sequence (or CDR3 region) and an epitope sequence, predict whether binding occurs between them. (1) The epitope is SEETGTLIV. The TCR CDR3 sequence is CASSHLRDTQYF. Result: 0 (the TCR does not bind to the epitope). (2) Result: 0 (the TCR does not bind to the epitope). The epitope is ALLADKFPV. The TCR CDR3 sequence is CASSLGQTGSYEQYF. (3) The epitope is KPLEFGATSAAL. The TCR CDR3 sequence is CASSLPGLAETQYF. Result: 1 (the TCR binds to the epitope).